From a dataset of Experimentally validated miRNA-target interactions with 360,000+ pairs, plus equal number of negative samples. Binary Classification. Given a miRNA mature sequence and a target amino acid sequence, predict their likelihood of interaction. (1) The miRNA is hsa-miR-32-5p with sequence UAUUGCACAUUACUAAGUUGCA. The protein sequence of the target gene is MDRPAAAAAAGCEGGGGPNPGPAGGRRPPRAAGGATAGSRQPSVETLDSPTGSHVEWCKQLIAATISSQISGSVTSENVSRDYKALRDGNKLAQMEEAPLFPGESIKAIVKDVMYICPFMGAVSGTLTVTDFKLYFKNVERDPHFILDVPLGVISRVEKIGAQSHGDNSCGIEIVCKDMRNLRLAYKQEEQSKLGIFENLNKHAFPLSNGQALFAFSYKEKFPINGWKVYDPVSEYKRQGLPNESWKISKINSNYEFCDTYPAIIVVPTSVKDDDLSKVAAFRAKGRVPVLSWIHPESQA.... Result: 1 (interaction). (2) The miRNA is hsa-miR-548m with sequence CAAAGGUAUUUGUGGUUUUUG. The protein sequence of the target gene is MEEFLQRAKSKLNRSKRLEKVHVVIGPKSCDLDSLISTFTYAYFLDKVSPPGVLCLPVLNIPRTEFNYFTETRFILEELNISESFHIFRDEINLHQLNDEGKLSITLVGSSVLASEDKTLESAVVKVINPVEQSDANVEFRESSSSLVLKEILQEAPELITEQLAHRLRGSILFKWMTMESEKISEKQEEILSILEEKFPNLPPREDIINVLQETQFSAQGLSIEQTMLKDLKELSDGEIKVAISTVSMNLENCLFHSNITSDLKAFTDKFGFDVLILFSSYLSEEQQPRRQIAVYSENM.... Result: 1 (interaction). (3) The miRNA is hsa-miR-6864-3p with sequence GUGAGACUUCUCUCCCUUCAG. The protein sequence of the target gene is MSSPASTPSRRGSRRGRATPAQTPRSEDARSSPSQRRRGEDSTSTGELQPMPTSPGVDLQSPAAQDVLFSSPPQMHSSAIPLDFDVSSPLTYGTPSSRVEGTPRSGVRGTPVRQRPDLGSAQKGLQVDLQSDGAAAEDIVASEQSLGQKLVIWGTDVNVAACKENFQRFLQRFIDPLAKEEENVGIDITEPLYMQRLGEINVIGEPFLNVNCEHIKSFDKNLYRQLISYPQEVIPTFDMAVNEIFFDRYPDSILEHQIQVRPFNALKTKNMRNLNPEDIDQLITISGMVIRTSQLIPEMQ.... Result: 1 (interaction). (4) The miRNA is hsa-miR-329-3p with sequence AACACACCUGGUUAACCUCUUU. The protein sequence of the target gene is MTSRLRALGGRINNIRTSELPKEKTRSEVICSIHFLDGVVQTFKVTKQDTGQVLLDMVHNHLGVTEKEYFGLQHDDDSVDSPRWLEASKAIRKQLKGGFPCTLHFRVRFFIPDPNTLQQEQTRHLYFLQLKMDICEGRLTCPLNSAVVLASYAVQSHFGDYNSSIHHPGYLSDSHFIPDQNEDFLTKVESLHEQHSGLKQSEAESCYINIARTLDFYGVELHSGRDLHNLDLMIGIASAGVAVYRKYICTSFYPWVNILKISFKRKKFFIHQRQKQAESREHIVAFNMLNYRSCKNLWKS.... Result: 1 (interaction). (5) The miRNA is mmu-miR-344h-3p with sequence GGUAUAACCAAAGCCCGACUGU. The protein sequence of the target gene is MDVLAEANGTFALNLLKTLGKDNSKNVFFSPMSMSCALAMVYMGAKGNTAAQMAQILSFNKSGGGGDIHQGFQSLLTEVNKTGTQYLLRMANRLFGEKSCDFLSSFRDSCQKFYQAEMEELDFISAVEKSRKHINTWVAEKTEGKIAELLSPGSVDPLTRLVLVNAVYFRGNWDEQFDKENTEERLFKVSKNEEKPVQMMFKQSTFKKTYIGEIFTQILVLPYVGKELNMIIMLPDETTDLRTVEKELTYEKFVEWTRLDMMDEEEVEVSLPRFKLEESYDMESVLRNLGMTDAFELGKA.... Result: 0 (no interaction).